Dataset: Forward reaction prediction with 1.9M reactions from USPTO patents (1976-2016). Task: Predict the product of the given reaction. (1) Given the reactants CC1SC=CC=1.BrBr.[Br:9][C:10]1[CH:14]=[C:13](Br)[S:12][C:11]=1[CH3:16].CC1(C)C(C)(C)OB([CH2:25][O:26][C:27]2[CH:32]=[CH:31][CH:30]=[CH:29][CH:28]=2)O1.C(OB1OC(C)(C)C(C)(C)O1)(C)C.BrC1C=CC(OC)=CC=1, predict the reaction product. The product is: [CH3:25][O:26][C:27]1[CH:32]=[CH:31][C:30]([C:13]2[S:12][C:11]([CH3:16])=[C:10]([Br:9])[CH:14]=2)=[CH:29][CH:28]=1. (2) Given the reactants C(OC(=O)C)(=[O:3])C.[CH3:8][C:9]1([CH3:27])[O:14][CH2:13][CH:12]([CH2:15][O:16][C:17]2[C:22]([CH3:23])=[CH:21][N+:20]([O-])=[C:19]([CH3:25])[C:18]=2[CH3:26])[CH2:11][O:10]1.C([O-])(=[O:30])C.[Na+].C(OC(C)C)(C)C, predict the reaction product. The product is: [OH2:3].[CH3:8][C:9]1([CH3:27])[O:14][CH2:13][CH:12]([CH2:15][O:16][C:17]2[C:22]([CH3:23])=[CH:21][N:20]=[C:19]([CH2:25][OH:30])[C:18]=2[CH3:26])[CH2:11][O:10]1. (3) Given the reactants Cl[C:2]1[N:7]=[C:6]([C:8](OC)=[O:9])[CH:5]=[CH:4][C:3]=1[CH2:12][NH:13][CH2:14][CH2:15][OH:16].C([O-])([O-])=O.[K+].[K+].[CH:23]([OH:26])([CH3:25])[CH3:24], predict the reaction product. The product is: [O:16]1[C:2]2[N:7]=[C:6]([C:8]([O:26][CH:23]([CH3:25])[CH3:24])=[O:9])[CH:5]=[CH:4][C:3]=2[CH2:12][NH:13][CH2:14][CH2:15]1. (4) Given the reactants [Cl:1][C:2]1[C:3]2[CH:10]=[C:9](I)[N:8]([S:12]([C:15]3[CH:20]=[CH:19][CH:18]=[CH:17][CH:16]=3)(=[O:14])=[O:13])[C:4]=2[N:5]=[CH:6][N:7]=1.CC1(C)C(C)(C)OB([C:29]2[CH:34]=[CH:33][C:32]([N:35]3[CH2:40][CH2:39][O:38][CH2:37][CH2:36]3)=[CH:31][CH:30]=2)O1.C([O-])([O-])=O.[Na+].[Na+], predict the reaction product. The product is: [Cl:1][C:2]1[C:3]2[CH:10]=[C:9]([C:29]3[CH:30]=[CH:31][C:32]([N:35]4[CH2:36][CH2:37][O:38][CH2:39][CH2:40]4)=[CH:33][CH:34]=3)[N:8]([S:12]([C:15]3[CH:20]=[CH:19][CH:18]=[CH:17][CH:16]=3)(=[O:14])=[O:13])[C:4]=2[N:5]=[CH:6][N:7]=1. (5) Given the reactants [Br:1][C:2]1[CH:3]=[CH:4][C:5]2[O:9][C:8]([C:10]([NH2:12])=[O:11])=[C:7]([NH:13][C:14](=O)[CH:15]([N:17]3[CH2:21][CH2:20][C@H:19]([OH:22])[CH2:18]3)[CH3:16])[C:6]=2[CH:24]=1.[OH-].[Na+].Cl, predict the reaction product. The product is: [Br:1][C:2]1[CH:3]=[CH:4][C:5]2[O:9][C:8]3[C:10](=[O:11])[NH:12][C:14]([CH:15]([N:17]4[CH2:21][CH2:20][C@H:19]([OH:22])[CH2:18]4)[CH3:16])=[N:13][C:7]=3[C:6]=2[CH:24]=1. (6) The product is: [CH3:13][O:7][C:6](=[O:8])[C:5]1[CH:9]=[CH:10][CH:11]=[C:3]([C:1](=[NH:2])[NH:20][OH:21])[CH:4]=1. Given the reactants [C:1]([C:3]1[CH:4]=[C:5]([CH:9]=[CH:10][CH:11]=1)[C:6]([OH:8])=[O:7])#[N:2].[Si](C=[N+]=[N-])(C)(C)[CH3:13].Cl.[NH2:20][OH:21], predict the reaction product.